From a dataset of Forward reaction prediction with 1.9M reactions from USPTO patents (1976-2016). Predict the product of the given reaction. (1) Given the reactants [H-].[Na+].[F:3][C:4]1[C:9]([F:10])=[CH:8][CH:7]=[CH:6][C:5]=1[C@H:11]1[CH2:17][N:16]2[C:18]([CH2:21][OH:22])=[CH:19][N:20]=[C:15]2[C@H:14]([NH:23][C:24](=[O:30])[O:25][C:26]([CH3:29])([CH3:28])[CH3:27])[CH2:13][CH2:12]1.I[CH3:32], predict the reaction product. The product is: [F:3][C:4]1[C:9]([F:10])=[CH:8][CH:7]=[CH:6][C:5]=1[C@H:11]1[CH2:17][N:16]2[C:18]([CH2:21][O:22][CH3:32])=[CH:19][N:20]=[C:15]2[C@H:14]([NH:23][C:24](=[O:30])[O:25][C:26]([CH3:27])([CH3:29])[CH3:28])[CH2:13][CH2:12]1. (2) Given the reactants C(O[C:6](=O)[N:7]([CH2:9][C:10]1[CH:14]=[C:13]([C:15]2[CH:20]=[CH:19][CH:18]=[CH:17][C:16]=2[CH2:21][OH:22])[N:12]([S:23]([C:26]2[CH:27]=[N:28][CH:29]=[CH:30][CH:31]=2)(=[O:25])=[O:24])[CH:11]=1)C)(C)(C)C.[C:33](=[O:36])([O-:35])O.[Na+].FC(F)(F)C(O)=[O:41], predict the reaction product. The product is: [C:21]([OH:22])(=[O:41])/[CH:16]=[CH:17]/[C:33]([OH:35])=[O:36].[CH3:6][NH:7][CH2:9][C:10]1[CH:14]=[C:13]([C:15]2[CH:20]=[CH:19][CH:18]=[CH:17][C:16]=2[CH2:21][OH:22])[N:12]([S:23]([C:26]2[CH:27]=[N:28][CH:29]=[CH:30][CH:31]=2)(=[O:25])=[O:24])[CH:11]=1. (3) Given the reactants [S:1]1[C:5]2[CH:6]=[CH:7][CH:8]=[CH:9][C:4]=2[N:3]=[C:2]1[C:10]1[C:11](Cl)=[N:12][C:13]([CH:17]2[CH2:22][CH2:21][N:20]([C:23]([O:25][CH2:26][C:27]3[CH:32]=[CH:31][CH:30]=[CH:29][CH:28]=3)=[O:24])[CH2:19][CH2:18]2)=[N:14][C:15]=1[OH:16].[NH2:34][C@@H:35]1[CH2:40][CH2:39][CH2:38][N:37]([C:41]([O:43][C:44]([CH3:47])([CH3:46])[CH3:45])=[O:42])[CH2:36]1.C(N(C(C)C)C(C)C)C, predict the reaction product. The product is: [S:1]1[C:5]2[CH:6]=[CH:7][CH:8]=[CH:9][C:4]=2[N:3]=[C:2]1[C:10]1[C:15](=[O:16])[NH:14][C:13]([CH:17]2[CH2:22][CH2:21][N:20]([C:23]([O:25][CH2:26][C:27]3[CH:32]=[CH:31][CH:30]=[CH:29][CH:28]=3)=[O:24])[CH2:19][CH2:18]2)=[N:12][C:11]=1[NH:34][C@@H:35]1[CH2:40][CH2:39][CH2:38][N:37]([C:41]([O:43][C:44]([CH3:47])([CH3:46])[CH3:45])=[O:42])[CH2:36]1. (4) Given the reactants N1(CCNC(=O)/C=C/C2C=CC=CC=2F)C2C=CC=CC=2N=C1.[N:24]1([CH2:30][CH2:31][CH2:32][NH2:33])[CH2:29][CH2:28][S:27][CH2:26][CH2:25]1.[F:34][C:35]1[CH:45]=[CH:44][C:38]([CH:39]=[CH:40][C:41](O)=[O:42])=[CH:37][CH:36]=1.CCN=C=NCCCN(C)C.Cl, predict the reaction product. The product is: [F:34][C:35]1[CH:36]=[CH:37][C:38](/[CH:39]=[CH:40]/[C:41]([NH:33][CH2:32][CH2:31][CH2:30][N:24]2[CH2:29][CH2:28][S:27][CH2:26][CH2:25]2)=[O:42])=[CH:44][CH:45]=1. (5) Given the reactants N12CCN(CC1)CC2.[Cl:9][C:10]1[NH:14][C:13]2[CH:15]=[CH:16][CH:17]=[CH:18][C:12]=2[N:11]=1.[CH3:19][N:20]([CH3:25])[S:21](Cl)(=[O:23])=[O:22], predict the reaction product. The product is: [Cl:9][C:10]1[N:14]([S:21]([N:20]([CH3:25])[CH3:19])(=[O:23])=[O:22])[C:13]2[CH:15]=[CH:16][CH:17]=[CH:18][C:12]=2[N:11]=1. (6) Given the reactants [CH3:1][O:2][CH2:3][CH2:4][N:5]1[CH2:11][CH2:10][C:9]2[CH:12]=[C:13]([NH2:16])[CH:14]=[CH:15][C:8]=2[CH2:7][CH2:6]1.Cl[C:18]1[N:23]=[C:22]([NH:24][C:25]2[C:34]([F:35])=[CH:33][CH:32]=[CH:31][C:26]=2[C:27]([NH:29][CH3:30])=[O:28])[C:21]([Cl:36])=[CH:20][N:19]=1, predict the reaction product. The product is: [Cl:36][C:21]1[C:22]([NH:24][C:25]2[C:34]([F:35])=[CH:33][CH:32]=[CH:31][C:26]=2[C:27]([NH:29][CH3:30])=[O:28])=[N:23][C:18]([NH:16][C:13]2[CH:14]=[CH:15][C:8]3[CH2:7][CH2:6][N:5]([CH2:4][CH2:3][O:2][CH3:1])[CH2:11][CH2:10][C:9]=3[CH:12]=2)=[N:19][CH:20]=1. (7) Given the reactants C[O-:2].[Na+].[C:4]1([P:10]([C:17]2[CH:22]=[CH:21][CH:20]=[CH:19][CH:18]=2)[C:11]2[CH:16]=[CH:15][CH:14]=[CH:13][CH:12]=2)[CH:9]=[CH:8][CH:7]=[CH:6][CH:5]=1, predict the reaction product. The product is: [C:17]1([P:10](=[O:2])([C:4]2[CH:5]=[CH:6][CH:7]=[CH:8][CH:9]=2)[C:11]2[CH:16]=[CH:15][CH:14]=[CH:13][CH:12]=2)[CH:18]=[CH:19][CH:20]=[CH:21][CH:22]=1.